From a dataset of Forward reaction prediction with 1.9M reactions from USPTO patents (1976-2016). Predict the product of the given reaction. (1) Given the reactants F[B-](F)(F)F.C[N+](C)=C(N(C)C)O[N:10]1[C:14]2C=[CH:16][CH:17]=[CH:18][C:13]=2[N:12]=N1.[F:23][C:24]([F:35])([F:34])[C:25]1[CH:26]=[N:27][CH:28]=[C:29]([CH:33]=1)[C:30](O)=[O:31].NC1C=NC=CC=1.O.ON1C2C=CC=CC=2N=N1.C(N(CC)CC)C, predict the reaction product. The product is: [N:10]1[CH:16]=[CH:17][CH:18]=[C:13]([NH:12][C:30](=[O:31])[C:29]2[CH:33]=[C:25]([C:24]([F:35])([F:23])[F:34])[CH:26]=[N:27][CH:28]=2)[CH:14]=1. (2) Given the reactants [OH:1][C:2]1[CH:3]=[CH:4][C:5]([N+:10]([O-:12])=[O:11])=[C:6]([CH:9]=1)[CH:7]=O.[NH2:13][CH:14]1[CH2:19][CH2:18][N:17]([CH2:20][C:21]2[CH:26]=[CH:25][CH:24]=[CH:23][CH:22]=2)[CH2:16][CH2:15]1.[BH4-].[Na+].[Cl-].[NH4+], predict the reaction product. The product is: [CH2:20]([N:17]1[CH2:18][CH2:19][CH:14]([NH:13][CH2:7][C:6]2[CH:9]=[C:2]([OH:1])[CH:3]=[CH:4][C:5]=2[N+:10]([O-:12])=[O:11])[CH2:15][CH2:16]1)[C:21]1[CH:22]=[CH:23][CH:24]=[CH:25][CH:26]=1. (3) Given the reactants [CH3:1][O:2][C:3]1[CH:21]=[CH:20][C:6]([CH2:7][N:8]2[C:12]3=[N:13][CH:14]=[C:15]([C:17]([OH:19])=O)[CH:16]=[C:11]3[CH:10]=[CH:9]2)=[CH:5][CH:4]=1.F[C:23]1[C:28]([NH2:29])=[CH:27][CH:26]=[C:25]([F:30])[N:24]=1.CN(C=O)C.C([O-])([O-])=O.[K+].[K+], predict the reaction product. The product is: [F:30][C:25]1[N:24]=[C:23]2[O:19][C:17]([C:15]3[CH:16]=[C:11]4[CH:10]=[CH:9][N:8]([CH2:7][C:6]5[CH:5]=[CH:4][C:3]([O:2][CH3:1])=[CH:21][CH:20]=5)[C:12]4=[N:13][CH:14]=3)=[N:29][C:28]2=[CH:27][CH:26]=1. (4) Given the reactants [Cl:1][C:2]1[CH:11]=[CH:10][C:9]2[C:4](=[CH:5][CH:6]=[C:7]([Cl:22])[C:8]=2[NH:12][C:13](=[O:21])[CH2:14][CH:15]2[CH2:20][CH2:19][CH2:18][CH2:17][CH2:16]2)[N:3]=1.C(=O)([O-])[O-].[K+].[K+].[NH:29]1[CH2:34][CH2:33][NH:32][CH2:31][CH2:30]1.O, predict the reaction product. The product is: [ClH:1].[ClH:1].[Cl:22][C:7]1[C:8]([NH:12][C:13](=[O:21])[CH2:14][CH:15]2[CH2:20][CH2:19][CH2:18][CH2:17][CH2:16]2)=[C:9]2[C:4](=[CH:5][CH:6]=1)[N:3]=[C:2]([N:29]1[CH2:34][CH2:33][NH:32][CH2:31][CH2:30]1)[CH:11]=[CH:10]2. (5) The product is: [CH3:13][O:14][CH2:15][CH2:16][C:17]1[NH:39][C:33]2[CH2:32][O:31][C:29](=[O:30])[C:28]=2[CH:11]([C:8]2[CH:9]=[C:10]3[C:5](=[CH:6][CH:7]=2)[NH:4][N:3]=[C:2]3[CH3:1])[C:18]=1[C:19]#[N:20]. Given the reactants [CH3:1][C:2]1[C:10]2[C:5](=[CH:6][CH:7]=[C:8]([CH:11]=O)[CH:9]=2)[NH:4][N:3]=1.[CH3:13][O:14][CH2:15][CH2:16][C:17](=O)[CH2:18][C:19]#[N:20].[C:29]([O:31][CH2:32][C:33](=O)[CH2:28][C:29]([O:31][CH2:32][CH3:33])=[O:30])(=[O:30])[CH3:28].C([O-])(=O)C.[NH4+:39].Cl, predict the reaction product. (6) Given the reactants FC(F)(F)C(O)=O.[O:8]=[C:9]([NH:42][C:43]1[NH:44][CH2:45][CH2:46][CH2:47][N:48]=1)[CH2:10][CH2:11][CH2:12][O:13][C:14]1[CH:41]=[CH:40][C:17]([CH2:18][C@@H:19]([C:33]([O:35]C(C)(C)C)=[O:34])[NH:20][C:21]2[N:25]([CH2:26][C:27]3[CH:32]=[CH:31][CH:30]=[CH:29][CH:28]=3)[N:24]=[N:23][N:22]=2)=[CH:16][CH:15]=1.C1(C)C=CC=CC=1, predict the reaction product. The product is: [O:8]=[C:9]([NH:42][C:43]1[NH:44][CH2:45][CH2:46][CH2:47][N:48]=1)[CH2:10][CH2:11][CH2:12][O:13][C:14]1[CH:41]=[CH:40][C:17]([CH2:18][C@@H:19]([C:33]([OH:35])=[O:34])[NH:20][C:21]2[N:25]([CH2:26][C:27]3[CH:32]=[CH:31][CH:30]=[CH:29][CH:28]=3)[N:24]=[N:23][N:22]=2)=[CH:16][CH:15]=1. (7) Given the reactants [Cl:1][C:2]1[C:3](I)=[CH:4][C:5]([C:8]([OH:10])=[O:9])=[N:6][CH:7]=1.[O:12]1[CH2:15][CH:14]([OH:16])[CH2:13]1.[H-].[Na+], predict the reaction product. The product is: [Cl:1][C:2]1[C:3]([O:16][CH:14]2[CH2:15][O:12][CH2:13]2)=[CH:4][C:5]([C:8]([OH:10])=[O:9])=[N:6][CH:7]=1. (8) Given the reactants F[C:2]1[C:10]2[S:9][C:8]([C:11]3[C:12]([NH2:28])=[N:13][CH:14]=[C:15]([C:17]4[CH:18]=[N:19][N:20]([CH:22]5[CH2:27][CH2:26][NH:25][CH2:24][CH2:23]5)[CH:21]=4)[CH:16]=3)=[N:7][C:6]=2[C:5]([C:29](F)(F)F)=[CH:4][CH:3]=1.IC1SC2CCCCCC=2N=1, predict the reaction product. The product is: [NH:25]1[CH2:26][CH2:27][CH:22]([N:20]2[CH:21]=[C:17]([C:15]3[CH:16]=[C:11]([C:8]4[S:9][C:10]5[CH2:2][CH2:3][CH2:4][CH2:5][CH2:29][C:6]=5[N:7]=4)[C:12]([NH2:28])=[N:13][CH:14]=3)[CH:18]=[N:19]2)[CH2:23][CH2:24]1. (9) The product is: [Br:1][C:2]1[CH:3]=[C:4]([CH:9]=[C:10]([CH2:13][CH2:14][CH2:15][O:16][CH:17]([F:18])[F:19])[C:11]=1[CH3:12])[CH:5]=[O:6]. Given the reactants [Br:1][C:2]1[CH:3]=[C:4]([CH:9]=[C:10]([CH2:13][CH2:14][CH2:15][O:16][CH:17]([F:19])[F:18])[C:11]=1[CH3:12])[C:5](OC)=[O:6].CC(C[AlH]CC(C)C)C.CC(OI1(OC(C)=O)(OC(C)=O)OC(=O)C2C=CC=CC1=2)=O.C(=O)(O)[O-].[Na+], predict the reaction product. (10) Given the reactants CC1(C)C(C)(C)OB(/[CH:9]=[CH:10]/[C:11]2[CH:12]=[C:13]([CH:21]=[CH:22][CH:23]=2)[CH2:14][N:15]2[CH2:20][CH2:19][O:18][CH2:17][CH2:16]2)O1.C(OC([N:32]1[C:48](=[O:49])[C:47]2[C:37]3[CH:38]=[CH:39][C:40]4[CH:41]=[N:42][C:43](Cl)=[CH:44][C:45]=4[C:36]=3[N:35](C(OC(C)(C)C)=O)[C:34]=2[CH2:33]1)=O)(C)(C)C, predict the reaction product. The product is: [N:15]1([CH2:14][C:13]2[CH:12]=[C:11](/[CH:10]=[CH:9]/[C:43]3[N:42]=[CH:41][C:40]4[CH:39]=[CH:38][C:37]5[C:47]6[C:48](=[O:49])[NH:32][CH2:33][C:34]=6[NH:35][C:36]=5[C:45]=4[CH:44]=3)[CH:23]=[CH:22][CH:21]=2)[CH2:16][CH2:17][O:18][CH2:19][CH2:20]1.